Dataset: Full USPTO retrosynthesis dataset with 1.9M reactions from patents (1976-2016). Task: Predict the reactants needed to synthesize the given product. (1) Given the product [CH2:1]([N:8]1[C:16]2([CH2:21][CH2:20][NH:19][CH2:18][CH2:17]2)[C:15]2[C:10](=[CH:11][CH:12]=[CH:13][CH:14]=2)[C:9]1=[O:22])[C:2]1[CH:7]=[CH:6][CH:5]=[CH:4][CH:3]=1, predict the reactants needed to synthesize it. The reactants are: [CH2:1]([N:8]1[C:16]2([CH:21]=[CH:20][NH:19][CH2:18][CH2:17]2)[C:15]2[C:10](=[CH:11][CH:12]=[CH:13][CH:14]=2)[C:9]1=[O:22])[C:2]1[CH:7]=[CH:6][CH:5]=[CH:4][CH:3]=1.C([O-])=O.[NH4+]. (2) Given the product [OH:1][CH:2]1[CH2:3][CH2:4][CH:5]([O:8][C:9]2[CH:10]=[CH:11][C:12]([C:13]([NH:15][CH2:16][CH2:17][NH:18][C:19]([C:21]3[CH:30]=[CH:29][C:28]4[C:23](=[CH:24][CH:25]=[CH:26][CH:27]=4)[CH:22]=3)=[O:20])=[O:14])=[CH:31][CH:32]=2)[CH2:6][CH2:7]1, predict the reactants needed to synthesize it. The reactants are: [O:1]=[C:2]1[CH2:7][CH2:6][CH:5]([O:8][C:9]2[CH:32]=[CH:31][C:12]([C:13]([NH:15][CH2:16][CH2:17][NH:18][C:19]([C:21]3[CH:30]=[CH:29][C:28]4[C:23](=[CH:24][CH:25]=[CH:26][CH:27]=4)[CH:22]=3)=[O:20])=[O:14])=[CH:11][CH:10]=2)[CH2:4][CH2:3]1.[BH4-].[Na+].